Dataset: Forward reaction prediction with 1.9M reactions from USPTO patents (1976-2016). Task: Predict the product of the given reaction. (1) Given the reactants [I:1][C:2]1[CH:3]=[CH:4][C:5]2[N:6]([CH:8]=[C:9]([C:11]3[CH:16]=[CH:15][C:14]([NH:17][NH2:18])=[CH:13][CH:12]=3)[N:10]=2)[CH:7]=1.[CH3:19][N:20]1[CH2:25][CH2:24][N:23]([C:26]2[CH:33]=[CH:32][C:29]([CH:30]=O)=[CH:28][CH:27]=2)[CH2:22][CH2:21]1, predict the reaction product. The product is: [I:1][C:2]1[CH:3]=[CH:4][C:5]2[N:6]([CH:8]=[C:9]([C:11]3[CH:12]=[CH:13][C:14]([NH:17][N:18]=[CH:30][C:29]4[CH:28]=[CH:27][C:26]([N:23]5[CH2:22][CH2:21][N:20]([CH3:19])[CH2:25][CH2:24]5)=[CH:33][CH:32]=4)=[CH:15][CH:16]=3)[N:10]=2)[CH:7]=1. (2) Given the reactants Cl.[NH:2]1[CH2:7][CH2:6][CH:5]([NH:8][C:9](=[O:15])[O:10][C:11]([CH3:14])([CH3:13])[CH3:12])[CH2:4][CH2:3]1.ClC(Cl)(O[C:20](=[O:26])OC(Cl)(Cl)Cl)Cl.[NH:28]1[CH2:33][CH2:32][CH2:31][CH2:30][CH2:29]1.C(O)(=O)CC(CC(O)=O)(C(O)=O)O, predict the reaction product. The product is: [N:28]1([C:20]([N:2]2[CH2:3][CH2:4][CH:5]([NH:8][C:9](=[O:15])[O:10][C:11]([CH3:12])([CH3:14])[CH3:13])[CH2:6][CH2:7]2)=[O:26])[CH2:33][CH2:32][CH2:31][CH2:30][CH2:29]1. (3) Given the reactants [N+:1]([C:4]1[CH:5]=[C:6]2[C:10](=[CH:11][CH:12]=1)[NH:9][CH:8]=[CH:7]2)([O-:3])=[O:2].Br[CH2:14][C:15]1[CH:24]=[CH:23][C:18]([C:19]([O:21][CH3:22])=[O:20])=[CH:17][C:16]=1[O:25][CH3:26], predict the reaction product. The product is: [CH3:22][O:21][C:19](=[O:20])[C:18]1[CH:23]=[CH:24][C:15]([CH2:14][C:7]2[C:6]3[C:10](=[CH:11][CH:12]=[C:4]([N+:1]([O-:3])=[O:2])[CH:5]=3)[NH:9][CH:8]=2)=[C:16]([O:25][CH3:26])[CH:17]=1. (4) Given the reactants CO[C:3]([C:5]1[N:6]=[CH:7][C:8]2[N:9]([CH:20]=[N:21][CH:22]=2)[C:10]=1[NH:11][C:12]1[CH:17]=[CH:16][C:15]([I:18])=[CH:14][C:13]=1[F:19])=[O:4].[CH3:23][NH2:24].C1COCC1, predict the reaction product. The product is: [F:19][C:13]1[CH:14]=[C:15]([I:18])[CH:16]=[CH:17][C:12]=1[NH:11][C:10]1[N:9]2[CH:20]=[N:21][CH:22]=[C:8]2[CH:7]=[N:6][C:5]=1[C:3]([NH:24][CH3:23])=[O:4]. (5) Given the reactants [NH2:1][C:2]1[CH:18]=[CH:17][CH:16]=[C:15]([S:19][C:20]2[CH:25]=[CH:24][C:23]([N+:26]([O-:28])=[O:27])=[CH:22][CH:21]=2)[C:3]=1[C:4]([NH:6][C:7]1[CH:12]=[CH:11][CH:10]=[CH:9][C:8]=1[O:13][CH3:14])=[O:5].[ClH:29], predict the reaction product. The product is: [ClH:29].[NH2:1][C:2]1[CH:18]=[CH:17][CH:16]=[C:15]([S:19][C:20]2[CH:21]=[CH:22][C:23]([N+:26]([O-:28])=[O:27])=[CH:24][CH:25]=2)[C:3]=1[C:4]([NH:6][C:7]1[CH:12]=[CH:11][CH:10]=[CH:9][C:8]=1[O:13][CH3:14])=[O:5]. (6) The product is: [C:10]1([CH3:19])[C:11]([C:16]([O:9][CH2:8][CH2:7][C:1]2[CH:6]=[CH:5][CH:4]=[CH:3][CH:2]=2)=[O:17])=[CH:12][CH:13]=[CH:14][CH:15]=1. Given the reactants [C:1]1([CH2:7][CH2:8][OH:9])[CH:6]=[CH:5][CH:4]=[CH:3][CH:2]=1.[C:10]1([CH3:19])[C:11]([C:16](O)=[O:17])=[CH:12][CH:13]=[CH:14][CH:15]=1.[OH-].[K+], predict the reaction product. (7) The product is: [F:26][C:23]1([F:25])[CH2:22][N:21]([C:18]2[CH:19]=[CH:20][C:15]([N:13]3[CH:14]=[C:9]([OH:8])[C:10](=[O:39])[C:11]([C:28]4[N:32]([C:33]5[CH:38]=[CH:37][CH:36]=[CH:35][CH:34]=5)[N:31]=[CH:30][CH:29]=4)=[N:12]3)=[C:16]([F:27])[CH:17]=2)[CH2:24]1. Given the reactants C([O:8][C:9]1[C:10](=[O:39])[C:11]([C:28]2[N:32]([C:33]3[CH:38]=[CH:37][CH:36]=[CH:35][CH:34]=3)[N:31]=[CH:30][CH:29]=2)=[N:12][N:13]([C:15]2[CH:20]=[CH:19][C:18]([N:21]3[CH2:24][C:23]([F:26])([F:25])[CH2:22]3)=[CH:17][C:16]=2[F:27])[CH:14]=1)C1C=CC=CC=1, predict the reaction product. (8) Given the reactants [C:1]([O:5][CH2:6][CH3:7])(=[O:4])[CH:2]=[CH2:3].CC1C=CC=CC=1P(C1C=CC=CC=1C)C1C=CC=CC=1C.Br[C:31]1[S:40][C:39]2[C:38](=[O:41])[C:37]3[CH:42]=[CH:43][CH:44]=[CH:45][C:36]=3[CH2:35][CH2:34][C:33]=2[CH:32]=1.[Cl-].[NH4+], predict the reaction product. The product is: [O:41]=[C:38]1[C:37]2[CH:42]=[CH:43][CH:44]=[CH:45][C:36]=2[CH2:35][CH2:34][C:33]2[CH:32]=[C:31]([CH:3]=[CH:2][C:1]([O:5][CH2:6][CH3:7])=[O:4])[S:40][C:39]1=2.